Dataset: Reaction yield outcomes from USPTO patents with 853,638 reactions. Task: Predict the reaction yield, written as a fraction of the theoretical maximum amount of product (1.0 means a 100% yield; for example, 0.34 means a 34% yield). (1) The reactants are Cl[C:2]1[CH:3]=[CH:4][C:5]2[O:14][CH2:13][CH2:12][C:11]3[CH:10]=[C:9]([C:15]4[N:16]([C:20]5[CH:25]=[CH:24][C:23]([F:26])=[CH:22][C:21]=5[F:27])[N:17]=[CH:18][N:19]=4)[S:8][C:7]=3[C:6]=2[N:28]=1.CC1(C)C(C)OB([C:36]2[CH:37]=[CH:38][C:39]([OH:42])=[N:40][CH:41]=2)O1.C([O-])([O-])=O.[Cs+].[Cs+]. The catalyst is C1C=CC(P(C2C=CC=CC=2)[C-]2C=CC=C2)=CC=1.C1C=CC(P(C2C=CC=CC=2)[C-]2C=CC=C2)=CC=1.Cl[Pd]Cl.[Fe+2].CC#N.O. The product is [F:27][C:21]1[CH:22]=[C:23]([F:26])[CH:24]=[CH:25][C:20]=1[N:16]1[C:15]([C:9]2[S:8][C:7]3[C:6]4[N:28]=[C:2]([C:36]5[CH:37]=[CH:38][C:39]([OH:42])=[N:40][CH:41]=5)[CH:3]=[CH:4][C:5]=4[O:14][CH2:13][CH2:12][C:11]=3[CH:10]=2)=[N:19][CH:18]=[N:17]1. The yield is 0.0710. (2) The reactants are [CH3:1][O:2][C:3]1[CH:4]=[C:5]([CH:33]2[CH2:38][CH2:37][N:36]([C:39]([O:41][C:42]([CH3:45])([CH3:44])[CH3:43])=[O:40])[CH2:35][CH2:34]2)[CH:6]=[CH:7][C:8]=1[NH:9][C:10]1[N:15]=[C:14]([C:16]#[C:17][C:18]2[CH:23]=[CH:22][CH:21]=[CH:20][C:19]=2[CH2:24][C:25]([O:27][CH3:28])=[O:26])[C:13]([C:29]([F:32])([F:31])[F:30])=[CH:12][N:11]=1.C(N(CC)CC)C. The catalyst is CN(C=O)C.[Pd]. The product is [CH3:1][O:2][C:3]1[CH:4]=[C:5]([CH:33]2[CH2:38][CH2:37][N:36]([C:39]([O:41][C:42]([CH3:45])([CH3:44])[CH3:43])=[O:40])[CH2:35][CH2:34]2)[CH:6]=[CH:7][C:8]=1[NH:9][C:10]1[N:15]=[C:14]([CH2:16][CH2:17][C:18]2[CH:23]=[CH:22][CH:21]=[CH:20][C:19]=2[CH2:24][C:25]([O:27][CH3:28])=[O:26])[C:13]([C:29]([F:30])([F:31])[F:32])=[CH:12][N:11]=1. The yield is 0.650. (3) The reactants are [Br:1][C:2]1[CH:7]=[CH:6][C:5]([NH:8][C:9]2[C:10]([C:18]([OH:20])=O)=[CH:11][N:12]([CH3:17])[C:13](=[O:16])[C:14]=2[CH3:15])=[C:4]([F:21])[CH:3]=1.C(N1C=CN=C1)(N1C=CN=C1)=O.[C:34]1([CH2:40][S:41]([NH2:44])(=[O:43])=[O:42])[CH:39]=[CH:38][CH:37]=[CH:36][CH:35]=1.C1CCN2C(=NCCC2)CC1. The catalyst is CN(C=O)C.CCOC(C)=O.Cl. The product is [Br:1][C:2]1[CH:7]=[CH:6][C:5]([NH:8][C:9]2[C:10]([C:18]([NH:44][S:41]([CH2:40][C:34]3[CH:35]=[CH:36][CH:37]=[CH:38][CH:39]=3)(=[O:42])=[O:43])=[O:20])=[CH:11][N:12]([CH3:17])[C:13](=[O:16])[C:14]=2[CH3:15])=[C:4]([F:21])[CH:3]=1. The yield is 0.680. (4) The catalyst is C(Cl)Cl.C(N(CC)CC)C.C1(C)C=CC=CC=1. The reactants are [CH3:1][O:2][C:3]1[CH:4]=[C:5]2[C:10](=[CH:11][C:12]=1[O:13][CH3:14])[N:9]=[CH:8][CH:7]=[C:6]2[O:15][C:16]1[CH:22]=[CH:21][C:19]([NH2:20])=[CH:18][CH:17]=1.Cl[C:24](Cl)([O:26]C(=O)OC(Cl)(Cl)Cl)Cl.[OH:35][CH:36]([C:39]1[CH:44]=[CH:43][CH:42]=[CH:41][CH:40]=1)[C:37]#[N:38].C(=O)(O)[O-].[Na+]. The product is [CH3:1][O:2][C:3]1[CH:4]=[C:5]2[C:10](=[CH:11][C:12]=1[O:13][CH3:14])[N:9]=[CH:8][CH:7]=[C:6]2[O:15][C:16]1[CH:22]=[CH:21][C:19]([NH:20][C:24](=[O:26])[O:35][CH:36]([C:37]#[N:38])[C:39]2[CH:44]=[CH:43][CH:42]=[CH:41][CH:40]=2)=[CH:18][CH:17]=1. The yield is 0.240. (5) The reactants are [CH2:1]([C:3]1[CH:8]=[C:7]([N+:9]([O-])=O)[C:6]([O:12][CH3:13])=[CH:5][C:4]=1[N:14]1[CH2:19][CH2:18][CH:17]([CH2:20][CH2:21][S:22]([CH3:25])(=[O:24])=[O:23])[CH2:16][CH2:15]1)[CH3:2]. The catalyst is CCOC(C)=O.[Pt]. The product is [CH2:1]([C:3]1[C:4]([N:14]2[CH2:15][CH2:16][CH:17]([CH2:20][CH2:21][S:22]([CH3:25])(=[O:24])=[O:23])[CH2:18][CH2:19]2)=[CH:5][C:6]([O:12][CH3:13])=[C:7]([CH:8]=1)[NH2:9])[CH3:2]. The yield is 0.790. (6) The reactants are [CH2:1]([O:3][C:4]1[CH:9]=[C:8]([O:10]CC2C=CC(OC)=CC=2)[N:7]=[CH:6][C:5]=1[C:20]1[CH:25]=[CH:24][C:23]([CH2:26][C:27]([NH:29][C:30]2[CH:35]=[C:34]([C:36]([F:39])([F:38])[F:37])[CH:33]=[C:32]([C:40]3[O:41][C:42]([CH3:45])=[N:43][N:44]=3)[CH:31]=2)=[O:28])=[C:22]([F:46])[CH:21]=1)[CH3:2]. The catalyst is CO.[Pd]. The product is [CH2:1]([O:3][C:4]1[C:5]([C:20]2[CH:25]=[CH:24][C:23]([CH2:26][C:27]([NH:29][C:30]3[CH:35]=[C:34]([C:36]([F:38])([F:39])[F:37])[CH:33]=[C:32]([C:40]4[O:41][C:42]([CH3:45])=[N:43][N:44]=4)[CH:31]=3)=[O:28])=[C:22]([F:46])[CH:21]=2)=[CH:6][NH:7][C:8](=[O:10])[CH:9]=1)[CH3:2]. The yield is 0.840. (7) The reactants are [Br:1][C:2]1[CH:7]=[CH:6][C:5]([OH:8])=[C:4]([C:9]([CH3:12])([CH3:11])[CH3:10])[CH:3]=1.C(=O)([O-])[O-].[K+].[K+].Cl[C:20]([F:27])([F:26])C(OCC)=O. The catalyst is CN(C=O)C.CCOC(C)=O.O. The product is [Br:1][C:2]1[CH:7]=[CH:6][C:5]([O:8][CH:20]([F:27])[F:26])=[C:4]([C:9]([CH3:12])([CH3:11])[CH3:10])[CH:3]=1. The yield is 0.330.